This data is from Full USPTO retrosynthesis dataset with 1.9M reactions from patents (1976-2016). The task is: Predict the reactants needed to synthesize the given product. (1) Given the product [Cl:17][C:18]1[CH:19]=[CH:20][C:21]([N:24]2[CH2:29][CH2:28][N:27]([C@H:30]3[CH2:34][CH2:33][C@@H:32]([C:35]([NH:1][C:2]4[CH2:7][CH2:6][C:5]5([CH2:40][CH2:39]5)[CH2:4][C:3]=4[C:8]([O:10][CH2:11][CH3:12])=[O:9])=[O:36])[CH2:31]3)[CH2:26][CH2:25]2)=[CH:22][CH:23]=1, predict the reactants needed to synthesize it. The reactants are: [NH2:1][C:2]1[CH2:7][CH2:6][CH2:5][CH2:4][C:3]=1[C:8]([O:10][CH2:11][CH3:12])=[O:9].P(Cl)(Cl)Cl.[Cl:17][C:18]1[CH:23]=[CH:22][C:21]([N:24]2[CH2:29][CH2:28][N:27]([C@H:30]3[CH2:34][CH2:33][C@@H:32]([C:35](O)=[O:36])[CH2:31]3)[CH2:26][CH2:25]2)=[CH:20][CH:19]=1.N1C=CC=[CH:40][CH:39]=1. (2) Given the product [Cl:14][C:4]1[CH:3]=[C:2]([CH:22]=[CH2:23])[C:11]([O:12][CH3:13])=[CH:10][C:5]=1[C:6]([O:8][CH3:9])=[O:7], predict the reactants needed to synthesize it. The reactants are: Br[C:2]1[C:11]([O:12][CH3:13])=[CH:10][C:5]([C:6]([O:8][CH3:9])=[O:7])=[C:4]([Cl:14])[CH:3]=1.C([O-])([O-])=O.[K+].[K+].[B-](F)(F)(F)[CH:22]=[CH2:23].[K+].CS(C)=O. (3) The reactants are: CO[C:3](=[O:13])[C:4]1[C:9]([I:10])=[CH:8][CH:7]=[CH:6][C:5]=1[CH2:11]Br.[CH2:14]([NH2:21])[C:15]1[CH:20]=[CH:19][CH:18]=[CH:17][CH:16]=1.C([O-])([O-])=O.[K+].[K+].C(OCC)(=O)C. Given the product [CH2:14]([N:21]1[CH2:11][C:5]2[C:4](=[C:9]([I:10])[CH:8]=[CH:7][CH:6]=2)[C:3]1=[O:13])[C:15]1[CH:20]=[CH:19][CH:18]=[CH:17][CH:16]=1, predict the reactants needed to synthesize it. (4) Given the product [CH2:34]([C@@H:33]1[CH2:32][CH2:31][N:30]([C:41]([O:43][C:44]([CH3:47])([CH3:46])[CH3:45])=[O:42])[CH2:29][C@@H:28]1[NH:27][C:21]([C:14]1[C:15]([C:17]([F:20])([F:19])[F:18])=[CH:16][C:11]2[O:10][C:9]([CH3:25])([CH3:24])[C:8](=[O:26])[N:7]([CH2:6][CH2:5][CH2:4][CH2:3][O:2][CH3:1])[C:12]=2[CH:13]=1)=[O:22])[C:35]1[CH:36]=[CH:37][CH:38]=[CH:39][CH:40]=1, predict the reactants needed to synthesize it. The reactants are: [CH3:1][O:2][CH2:3][CH2:4][CH2:5][CH2:6][N:7]1[C:12]2[CH:13]=[C:14]([C:21](O)=[O:22])[C:15]([C:17]([F:20])([F:19])[F:18])=[CH:16][C:11]=2[O:10][C:9]([CH3:25])([CH3:24])[C:8]1=[O:26].[NH2:27][C@@H:28]1[C@H:33]([CH2:34][C:35]2[CH:40]=[CH:39][CH:38]=[CH:37][CH:36]=2)[CH2:32][CH2:31][N:30]([C:41]([O:43][C:44]([CH3:47])([CH3:46])[CH3:45])=[O:42])[CH2:29]1. (5) Given the product [Cl:1][C:2]1[CH:3]=[CH:4][C:5]([O:12][CH2:13][C:14]([N:16]2[CH2:21][C@H:20]([CH3:22])[N:19]([CH2:23][C:24]3[CH:25]=[CH:26][C:27]([F:30])=[CH:28][CH:29]=3)[CH2:18][C@H:17]2[CH3:31])=[O:15])=[C:6]([S:8]([NH:11][C:36]([NH:35][CH:32]([CH3:34])[CH3:33])=[O:37])(=[O:9])=[O:10])[CH:7]=1, predict the reactants needed to synthesize it. The reactants are: [Cl:1][C:2]1[CH:3]=[CH:4][C:5]([O:12][CH2:13][C:14]([N:16]2[CH2:21][C@H:20]([CH3:22])[N:19]([CH2:23][C:24]3[CH:29]=[CH:28][C:27]([F:30])=[CH:26][CH:25]=3)[CH2:18][C@H:17]2[CH3:31])=[O:15])=[C:6]([S:8]([NH2:11])(=[O:10])=[O:9])[CH:7]=1.[CH:32]([N:35]=[C:36]=[O:37])([CH3:34])[CH3:33].CCCCCCC=CCCC. (6) Given the product [NH:8]1[C:16]2[C:11](=[CH:12][CH:13]=[CH:14][CH:15]=2)[C:10]2([C:28]3[CH:27]=[C:26]4[C:21]([N:22]=[CH:23][CH:24]=[N:25]4)=[CH:20][C:19]=3[O:18][CH2:17]2)[C:9]1=[O:29], predict the reactants needed to synthesize it. The reactants are: C1(C(C2C=CC=CC=2)[N:8]2[C:16]3[C:11](=[CH:12][CH:13]=[CH:14][CH:15]=3)[C:10]3([C:28]4[CH:27]=[C:26]5[C:21]([N:22]=[CH:23][CH:24]=[N:25]5)=[CH:20][C:19]=4[O:18][CH2:17]3)[C:9]2=[O:29])C=CC=CC=1.C1(C(C2C=CC=CC=2)N2C3C(=CC=CC=3)C3(C4C=C(C)C(OC)=CC=4OC3)C2=O)C=CC=CC=1.